Dataset: Full USPTO retrosynthesis dataset with 1.9M reactions from patents (1976-2016). Task: Predict the reactants needed to synthesize the given product. (1) Given the product [C:1]([C:5]1[O:9][N:8]=[C:7]([NH:10][C:11](=[O:39])[NH:12][C:13]2[CH:18]=[CH:17][C:16]([C:19]3[N:20]=[C:21]4[N:25]([CH:26]=3)[C:24]3[CH:27]=[CH:28][C:29]([O:31][C:32](=[O:33])[C@H:34]([NH2:35])[CH:43]([CH3:44])[CH3:42])=[CH:30][C:23]=3[S:22]4)=[CH:15][CH:14]=2)[CH:6]=1)([CH3:4])([CH3:2])[CH3:3], predict the reactants needed to synthesize it. The reactants are: [C:1]([C:5]1[O:9][N:8]=[C:7]([NH:10][C:11](=[O:39])[NH:12][C:13]2[CH:18]=[CH:17][C:16]([C:19]3[N:20]=[C:21]4[N:25]([CH:26]=3)[C:24]3[CH:27]=[CH:28][C:29]([O:31][C:32]([C@@H:34]5CCC[NH:35]5)=[O:33])=[CH:30][C:23]=3[S:22]4)=[CH:15][CH:14]=2)[CH:6]=1)([CH3:4])([CH3:3])[CH3:2].ON1C(=O)[CH2:44][CH2:43][C:42]1=O.C(N1CCC[C@H]1C(O)=O)(OC(C)(C)C)=O. (2) Given the product [CH3:1][O:2][C:3]1[CH:4]=[CH:5][C:6]2[CH:12]=[C:11]([C:41]3[CH:46]=[CH:45][C:44]([O:47][CH3:48])=[CH:43][C:42]=3[N+:49]([O-:51])=[O:50])[CH2:10][CH2:9][CH2:8][C:7]=2[CH:14]=1, predict the reactants needed to synthesize it. The reactants are: [CH3:1][O:2][C:3]1[CH:4]=[CH:5][C:6]2[CH2:12][C:11](=O)[CH2:10][CH2:9][CH2:8][C:7]=2[CH:14]=1.FC(F)(F)S(OC1CCCC2C=C(OC)C=CC=2C=1)(=O)=O.C([Sn](CCCC)(CCCC)[C:41]1[CH:46]=[CH:45][C:44]([O:47][CH3:48])=[CH:43][C:42]=1[N+:49]([O-:51])=[O:50])CCC. (3) Given the product [OH:4][CH:3]1[O:5][C@H:2]([CH2:10][OH:11])[C@@H:3]([OH:4])[C@H:10]([OH:11])[C@H:2]1[OH:5], predict the reactants needed to synthesize it. The reactants are: F[C:2](F)(F)[C:3]([OH:5])=[O:4].[BH4-].[Na+].[CH3:10][OH:11]. (4) Given the product [C:1]([C@H:5]1[CH2:10][CH2:9][CH2:8][CH2:7][C@H:6]1[OH:11])([CH3:4])([CH3:2])[CH3:3], predict the reactants needed to synthesize it. The reactants are: [C:1]([C:5]1[CH:10]=[CH:9][CH:8]=[CH:7][C:6]=1[OH:11])([CH3:4])([CH3:3])[CH3:2].C(OC1CCCCC1C(C)(C)C)(=O)C.[H][H]. (5) Given the product [F:29][C:27]([F:28])([F:30])[S:24]([C:21]1[CH:22]=[CH:23][C:18]([NH:1][CH:2]2[CH2:7][CH2:6][CH:5]([O:8][CH2:9][C:10]([O:12][C:13]([CH3:16])([CH3:15])[CH3:14])=[O:11])[CH2:4][CH2:3]2)=[CH:19][CH:20]=1)(=[O:25])=[O:26], predict the reactants needed to synthesize it. The reactants are: [NH2:1][CH:2]1[CH2:7][CH2:6][CH:5]([O:8][CH2:9][C:10]([O:12][C:13]([CH3:16])([CH3:15])[CH3:14])=[O:11])[CH2:4][CH2:3]1.Br[C:18]1[CH:23]=[CH:22][C:21]([S:24]([C:27]([F:30])([F:29])[F:28])(=[O:26])=[O:25])=[CH:20][CH:19]=1.C(=O)([O-])[O-].[Cs+].[Cs+]. (6) The reactants are: C(NCCCCCC(N1C[C@@H](S)[C@H](N[S:19]([C:22]2[CH:27]=[CH:26][C:25]([C:28]3[CH:33]=[CH:32][CH:31]=[CH:30][CH:29]=3)=[CH:24][CH:23]=2)(=[O:21])=[O:20])C1)=O)(=O)C.[C:34]([N:41]1[CH2:45][C@@H:44]([OH:46])[C@H:43]([N:47]=[N+]=[N-])[CH2:42]1)([O:36][C:37]([CH3:40])([CH3:39])[CH3:38])=[O:35].C1C=CC(P(C2C=CC=CC=2)C2C=CC=CC=2)=CC=1.C(N(CC)CC)C.C1(C2C=CC(S(Cl)(=O)=O)=CC=2)C=CC=CC=1. Given the product [C:34]([N:41]1[CH2:45][C@@H:44]([OH:46])[C@H:43]([NH:47][S:19]([C:22]2[CH:23]=[CH:24][C:25]([C:28]3[CH:33]=[CH:32][CH:31]=[CH:30][CH:29]=3)=[CH:26][CH:27]=2)(=[O:21])=[O:20])[CH2:42]1)([O:36][C:37]([CH3:40])([CH3:39])[CH3:38])=[O:35], predict the reactants needed to synthesize it.